Dataset: Full USPTO retrosynthesis dataset with 1.9M reactions from patents (1976-2016). Task: Predict the reactants needed to synthesize the given product. (1) Given the product [CH3:1][O:2][C:3]1[CH:10]=[CH:9][C:6]([C:7]([OH:17])=[O:8])=[CH:5][C:4]=1[CH2:11][CH2:12][CH2:13][CH2:14][O:15][CH3:16], predict the reactants needed to synthesize it. The reactants are: [CH3:1][O:2][C:3]1[CH:10]=[CH:9][C:6]([CH:7]=[O:8])=[CH:5][C:4]=1[CH2:11][CH2:12][CH2:13][CH2:14][O:15][CH3:16].[O-:17]Cl=O.[Na+]. (2) The reactants are: [CH3:1][O:2][C:3]1[CH:4]=[C:5]2[C:10](=[CH:11][CH:12]=1)[CH2:9][C:8](=O)[CH2:7][CH2:6]2.[CH2:14]([NH2:16])[CH3:15].C1COCC1.C(O)(=O)C.C(O[BH-](OC(=O)C)OC(=O)C)(=O)C.[Na+].[OH-].[Na+].[F:42][C:43]([F:59])([F:58])[O:44][C:45]1[CH:50]=[CH:49][C:48]([O:51][C:52](=O)[O:53]C(Cl)C)=[CH:47][CH:46]=1. Given the product [F:42][C:43]([F:58])([F:59])[O:44][C:45]1[CH:46]=[CH:47][C:48]([O:51][C:52](=[O:53])[N:16]([CH2:14][CH3:15])[CH:8]2[CH2:7][CH2:6][C:5]3[C:10](=[CH:11][CH:12]=[C:3]([O:2][CH3:1])[CH:4]=3)[CH2:9]2)=[CH:49][CH:50]=1, predict the reactants needed to synthesize it.